Dataset: Catalyst prediction with 721,799 reactions and 888 catalyst types from USPTO. Task: Predict which catalyst facilitates the given reaction. (1) Product: [F:6][C:7]1[CH:14]=[C:13]([O:15][CH2:24][C:19]2[CH:20]=[CH:21][CH:22]=[CH:23][N:18]=2)[CH:12]=[CH:11][C:8]=1[CH:9]=[O:10]. The catalyst class is: 6. Reactant: CN(C)C=O.[F:6][C:7]1[CH:14]=[C:13]([OH:15])[CH:12]=[CH:11][C:8]=1[CH:9]=[O:10].[H-].[Na+].[N:18]1[CH:23]=[CH:22][CH:21]=[CH:20][C:19]=1[CH2:24]Cl. (2) Reactant: [Cl:1][C:2]1[CH:7]=[CH:6][CH:5]=[C:4]([OH:8])[C:3]=1[CH2:9][N:10]1[CH:14]=[CH:13][C:12]([NH:15][C:16](=[O:25])[C:17]2[C:22]([F:23])=[CH:21][CH:20]=[CH:19][C:18]=2[F:24])=[N:11]1.CC(C)([O-])C.[K+].Br[CH2:33][CH:34]1[CH2:37][CH2:36][CH2:35]1.C(Cl)(Cl)Cl. Product: [Cl:1][C:2]1[CH:7]=[CH:6][CH:5]=[C:4]([O:8][CH2:33][CH:34]2[CH2:37][CH2:36][CH2:35]2)[C:3]=1[CH2:9][N:10]1[CH:14]=[CH:13][C:12]([NH:15][C:16](=[O:25])[C:17]2[C:22]([F:23])=[CH:21][CH:20]=[CH:19][C:18]=2[F:24])=[N:11]1. The catalyst class is: 16. (3) Reactant: [Cl:1][C:2]1[CH:3]=[C:4]([NH:9][C:10](=[O:32])[CH:11]([C:15]2[CH:20]=[CH:19][C:18]([O:21][CH3:22])=[C:17]([O:23][CH2:24][CH2:25][N:26]3[CH2:31][CH2:30][CH2:29][CH2:28][CH2:27]3)[CH:16]=2)[CH2:12][CH:13]=C)[CH:5]=[CH:6][C:7]=1[Cl:8].[O-:33]S([O-])(=S)=O.[Na+].[Na+]. Product: [Cl:1][C:2]1[CH:3]=[C:4]([N:9]2[CH:13]([OH:33])[CH2:12][CH:11]([C:15]3[CH:20]=[CH:19][C:18]([O:21][CH3:22])=[C:17]([O:23][CH2:24][CH2:25][N:26]4[CH2:27][CH2:28][CH2:29][CH2:30][CH2:31]4)[CH:16]=3)[C:10]2=[O:32])[CH:5]=[CH:6][C:7]=1[Cl:8]. The catalyst class is: 20.